From a dataset of Reaction yield outcomes from USPTO patents with 853,638 reactions. Predict the reaction yield, written as a fraction of the theoretical maximum amount of product (1.0 means a 100% yield; for example, 0.34 means a 34% yield). The product is [F:1][C:2]1[CH:11]=[CH:10][C:9]([O:12][CH2:13][CH2:14][CH3:15])=[C:8]2[C:3]=1[C:4](=[O:32])[C:5]([C:24]1[CH:25]=[CH:26][C:27]([O:30][CH3:31])=[CH:28][CH:29]=1)=[CH:6][N:7]2[CH2:16][CH2:17][S:44]([CH2:35][CH2:36][C:40]([OH:42])=[O:41])(=[O:47])=[O:45]. The yield is 0.910. The reactants are [F:1][C:2]1[CH:11]=[CH:10][C:9]([O:12][CH2:13][CH2:14][CH3:15])=[C:8]2[C:3]=1[C:4](=[O:32])[C:5]([C:24]1[CH:29]=[CH:28][C:27]([O:30][CH3:31])=[CH:26][CH:25]=1)=[CH:6][N:7]2[CH2:16][CH2:17]SCCC(O)=O.ClC1C=CC=[C:36]([C:40]([O:42]O)=[O:41])[CH:35]=1.[S:44]([O-:47])(O)=[O:45].[Na+]. The catalyst is ClCCl.CO.